Predict the reaction yield, written as a fraction of the theoretical maximum amount of product (1.0 means a 100% yield; for example, 0.34 means a 34% yield). From a dataset of Reaction yield outcomes from USPTO patents with 853,638 reactions. (1) The reactants are [F:1][C:2]1[C:3]([C:22](OC)=[O:23])=[CH:4][N:5]([S:13]([C:16]2[CH:17]=[N:18][CH:19]=[CH:20][CH:21]=2)(=[O:15])=[O:14])[C:6]=1[C:7]1[CH:12]=[CH:11][CH:10]=[CH:9][CH:8]=1.[H-].C([Al+]CC(C)C)C(C)C.O.C(OCC)(=O)C. The catalyst is O1CCCC1.C1(C)C=CC=CC=1. The product is [F:1][C:2]1[C:3]([CH:22]=[O:23])=[CH:4][N:5]([S:13]([C:16]2[CH:17]=[N:18][CH:19]=[CH:20][CH:21]=2)(=[O:15])=[O:14])[C:6]=1[C:7]1[CH:12]=[CH:11][CH:10]=[CH:9][CH:8]=1. The yield is 0.670. (2) The reactants are [CH:1]1([CH:4]([C:16]2[CH:17]=[N:18][C:19]([O:22][CH3:23])=[CH:20][CH:21]=2)[O:5][C:6]2[CH:13]=[CH:12][C:9]([C:10]#[N:11])=[CH:8][C:7]=2[O:14][CH3:15])[CH2:3][CH2:2]1.[BH4-].[Na+]. The catalyst is C(O)C.O.O.O.O.O.O.[Co](Cl)Cl. The product is [CH:1]1([CH:4]([C:16]2[CH:17]=[N:18][C:19]([O:22][CH3:23])=[CH:20][CH:21]=2)[O:5][C:6]2[CH:13]=[CH:12][C:9]([CH2:10][NH2:11])=[CH:8][C:7]=2[O:14][CH3:15])[CH2:3][CH2:2]1. The yield is 0.990. (3) The reactants are O.[OH-].[Cs+].[Cl:4][C:5]1[N:10]=[C:9]([CH2:11][S:12]([CH3:21])(=[O:20])=[N:13]C(=O)C(F)(F)F)[CH:8]=[C:7]([N:22]2[CH2:27][CH2:26][O:25][CH2:24][C@H:23]2[CH3:28])[N:6]=1.Br[CH2:30][CH2:31]Br. The catalyst is [Br-].C([N+](CCCCCCCC)(CCCCCCCC)CCCCCCCC)CCCCCCC.CN1C2C(N=C(N)NC=2NCC1CNC1C=CC(C(NC(C(O)=O)CCC(O)=O)=O)=CC=1)=O. The product is [Cl:4][C:5]1[N:6]=[C:7]([N:22]2[CH2:27][CH2:26][O:25][CH2:24][C@H:23]2[CH3:28])[CH:8]=[C:9]([C:11]2([S@@:12]([CH3:21])(=[NH:13])=[O:20])[CH2:31][CH2:30]2)[N:10]=1. The yield is 0.440. (4) The reactants are [NH2:1][C:2]1[CH:17]=[CH:16][C:5]([O:6][C:7]2C(NC)=C(I)[N:10]=[CH:9][N:8]=2)=[CH:4][C:3]=1[Cl:18].[CH3:19][Si](C)(C)C#CC.C1(P(C2C=CC=CC=2)C2C=CC=CC=2)C=CC=CC=1.[F-].[K+].[CH2:47]([N:49]([CH2:52][CH3:53])[CH2:50][CH3:51])C. The catalyst is C(#N)C.Cl[Pd](Cl)([P](C1C=CC=CC=1)(C1C=CC=CC=1)C1C=CC=CC=1)[P](C1C=CC=CC=1)(C1C=CC=CC=1)C1C=CC=CC=1.[Cu](I)I. The product is [Cl:18][C:3]1[CH:4]=[C:5]([O:6][C:7]2[C:52]3[N:49]([CH3:47])[C:50]([CH3:19])=[CH:51][C:53]=3[N:10]=[CH:9][N:8]=2)[CH:16]=[CH:17][C:2]=1[NH2:1]. The yield is 0.520. (5) The reactants are [CH2:1]([O:3][C:4](=[O:14])[CH2:5][NH:6][CH2:7][C:8]1[CH:13]=[CH:12][CH:11]=[CH:10][CH:9]=1)[CH3:2].[C:15]([O:19][C:20](O[C:20]([O:19][C:15]([CH3:18])([CH3:17])[CH3:16])=[O:21])=[O:21])([CH3:18])([CH3:17])[CH3:16]. The catalyst is O1CCCC1. The product is [CH3:16][C:15]([O:19][C:20]([N:6]([CH2:7][C:8]1[CH:13]=[CH:12][CH:11]=[CH:10][CH:9]=1)[CH2:5][C:4]([O:3][CH2:1][CH3:2])=[O:14])=[O:21])([CH3:18])[CH3:17]. The yield is 0.860.